This data is from Catalyst prediction with 721,799 reactions and 888 catalyst types from USPTO. The task is: Predict which catalyst facilitates the given reaction. Reactant: I[C:2]1[CH:3]=[C:4]([CH:9]=[CH:10][N:11]=1)[C:5]([NH:7][CH3:8])=[O:6].[H-].[Na+].C([Mg]Cl)(C)C.[CH2:19]([Sn:23]([CH2:29][CH2:30][CH2:31][CH3:32])([CH2:25][CH2:26][CH2:27][CH3:28])Cl)[CH2:20][CH2:21][CH3:22]. Product: [CH3:8][NH:7][C:5](=[O:6])[C:4]1[CH:9]=[CH:10][N:11]=[C:2]([Sn:23]([CH2:25][CH2:26][CH2:27][CH3:28])([CH2:29][CH2:30][CH2:31][CH3:32])[CH2:19][CH2:20][CH2:21][CH3:22])[CH:3]=1. The catalyst class is: 1.